Dataset: NCI-60 drug combinations with 297,098 pairs across 59 cell lines. Task: Regression. Given two drug SMILES strings and cell line genomic features, predict the synergy score measuring deviation from expected non-interaction effect. (1) Drug 1: C1=CC(=CC=C1CCCC(=O)O)N(CCCl)CCCl. Drug 2: CC1=C2C(C(=O)C3(C(CC4C(C3C(C(C2(C)C)(CC1OC(=O)C(C(C5=CC=CC=C5)NC(=O)C6=CC=CC=C6)O)O)OC(=O)C7=CC=CC=C7)(CO4)OC(=O)C)O)C)OC(=O)C. Cell line: NCI-H226. Synergy scores: CSS=24.4, Synergy_ZIP=-7.22, Synergy_Bliss=-5.18, Synergy_Loewe=-40.8, Synergy_HSA=-2.95. (2) Synergy scores: CSS=49.1, Synergy_ZIP=-5.63, Synergy_Bliss=0.0172, Synergy_Loewe=-8.01, Synergy_HSA=0.306. Cell line: 786-0. Drug 1: CC1=C2C(C(=O)C3(C(CC4C(C3C(C(C2(C)C)(CC1OC(=O)C(C(C5=CC=CC=C5)NC(=O)C6=CC=CC=C6)O)O)OC(=O)C7=CC=CC=C7)(CO4)OC(=O)C)O)C)OC(=O)C. Drug 2: N.N.Cl[Pt+2]Cl. (3) Drug 1: CC=C1C(=O)NC(C(=O)OC2CC(=O)NC(C(=O)NC(CSSCCC=C2)C(=O)N1)C(C)C)C(C)C. Drug 2: C(CC(=O)O)C(=O)CN.Cl. Cell line: UACC62. Synergy scores: CSS=35.0, Synergy_ZIP=-2.33, Synergy_Bliss=-0.820, Synergy_Loewe=-0.700, Synergy_HSA=-0.664. (4) Drug 1: C1=NC2=C(N1)C(=S)N=C(N2)N. Drug 2: COC1=NC(=NC2=C1N=CN2C3C(C(C(O3)CO)O)O)N. Cell line: IGROV1. Synergy scores: CSS=16.7, Synergy_ZIP=2.88, Synergy_Bliss=3.28, Synergy_Loewe=-31.0, Synergy_HSA=0.658.